From a dataset of Reaction yield outcomes from USPTO patents with 853,638 reactions. Predict the reaction yield, written as a fraction of the theoretical maximum amount of product (1.0 means a 100% yield; for example, 0.34 means a 34% yield). (1) The reactants are Br[C:2]([CH3:25])([CH3:24])[C:3]([C:5]1[CH:10]=[CH:9][C:8]([C:11]23[CH2:18][CH2:17][C:14]([CH2:19][C:20]([O:22][CH3:23])=[O:21])([CH2:15][CH2:16]2)[CH2:13][CH2:12]3)=[CH:7][CH:6]=1)=O.[NH2:26][C:27]1[C:28]([OH:34])=[N:29][CH:30]=[N:31][C:32]=1[NH2:33].Cl. The catalyst is CCO. The product is [NH2:33][C:32]1[C:27]2[N:26]=[C:3]([C:5]3[CH:10]=[CH:9][C:8]([C:11]45[CH2:16][CH2:15][C:14]([CH2:19][C:20]([O:22][CH3:23])=[O:21])([CH2:13][CH2:12]4)[CH2:17][CH2:18]5)=[CH:7][CH:6]=3)[C:2]([CH3:24])([CH3:25])[O:34][C:28]=2[N:29]=[CH:30][N:31]=1. The yield is 0.0600. (2) The reactants are [Br:1][C:2]1[CH:3]=[CH:4][C:5]([N+:23]([O-])=O)=[C:6]([C:8](=[C:14]([C:16]2[CH:21]=[CH:20][C:19]([F:22])=[CH:18][CH:17]=2)O)[C:9]([O:11][CH2:12][CH3:13])=[O:10])[CH:7]=1.CC(O)=O. The catalyst is CCO.CCOC(C)=O.[Fe]. The product is [Br:1][C:2]1[CH:7]=[C:6]2[C:5](=[CH:4][CH:3]=1)[NH:23][C:14]([C:16]1[CH:21]=[CH:20][C:19]([F:22])=[CH:18][CH:17]=1)=[C:8]2[C:9]([O:11][CH2:12][CH3:13])=[O:10]. The yield is 0.380.